From a dataset of Full USPTO retrosynthesis dataset with 1.9M reactions from patents (1976-2016). Predict the reactants needed to synthesize the given product. The reactants are: N#N.[NH:3]1[C:7]2[CH:8]=[CH:9][CH:10]=[CH:11][C:6]=2[N:5]=[C:4]1[C@H:12]([NH:22][C:23](=[O:36])[NH:24][C@@H:25]1[CH2:30][CH2:29][CH2:28][CH2:27][C@H:26]1[C:31]([O:33]CC)=[O:32])[CH2:13][C:14]1[CH:19]=[CH:18][C:17]([O:20][CH3:21])=[CH:16][CH:15]=1.C1COCC1.[Li+:42].[OH-]. Given the product [NH:3]1[C:7]2[CH:8]=[CH:9][CH:10]=[CH:11][C:6]=2[N:5]=[C:4]1[C@H:12]([NH:22][C:23](=[O:36])[NH:24][C@@H:25]1[CH2:30][CH2:29][CH2:28][CH2:27][C@H:26]1[C:31]([O-:33])=[O:32])[CH2:13][C:14]1[CH:15]=[CH:16][C:17]([O:20][CH3:21])=[CH:18][CH:19]=1.[Li+:42], predict the reactants needed to synthesize it.